From a dataset of Full USPTO retrosynthesis dataset with 1.9M reactions from patents (1976-2016). Predict the reactants needed to synthesize the given product. (1) Given the product [C:1]([C:3]1[CH:4]=[CH:5][C:6]([C:9]2[C:10]([O:18][CH2:19][C:20]([F:22])([F:23])[F:21])=[N:11][CH:12]=[C:13]([CH:17]=2)[C:14]([NH:32][CH2:31][C:29]2[O:28][N:27]=[C:26]([C:25]([F:24])([F:33])[F:34])[N:30]=2)=[O:15])=[CH:7][CH:8]=1)#[N:2], predict the reactants needed to synthesize it. The reactants are: [C:1]([C:3]1[CH:8]=[CH:7][C:6]([C:9]2[C:10]([O:18][CH2:19][C:20]([F:23])([F:22])[F:21])=[N:11][CH:12]=[C:13]([CH:17]=2)[C:14](O)=[O:15])=[CH:5][CH:4]=1)#[N:2].[F:24][C:25]([F:34])([F:33])[C:26]1[N:30]=[C:29]([CH2:31][NH2:32])[O:28][N:27]=1. (2) Given the product [NH2:20][C:13]1[C:12]2[C:16](=[CH:17][CH:18]=[CH:19][C:11]=2[C:8]2[CH:9]=[CH:10][C:5]([CH2:4][C:3]([OH:21])=[O:2])=[CH:6][CH:7]=2)[NH:15][N:14]=1, predict the reactants needed to synthesize it. The reactants are: C[O:2][C:3](=[O:21])[CH2:4][C:5]1[CH:10]=[CH:9][C:8]([C:11]2[CH:19]=[CH:18][CH:17]=[C:16]3[C:12]=2[C:13]([NH2:20])=[N:14][NH:15]3)=[CH:7][CH:6]=1.Cl. (3) Given the product [F:14][C:15]([F:26])([F:25])[C:16]1[CH:21]=[C:20]([C:2]2[CH:13]=[CH:12][C:5]3[N:6]4[CH2:11][C@@H:9]([NH:10][C:4]=3[CH:3]=2)[CH2:8][CH2:7]4)[CH:19]=[CH:18][CH:17]=1, predict the reactants needed to synthesize it. The reactants are: Br[C:2]1[CH:13]=[CH:12][C:5]2[N:6]3[CH2:11][C@@H:9]([NH:10][C:4]=2[CH:3]=1)[CH2:8][CH2:7]3.[F:14][C:15]([F:26])([F:25])[C:16]1[CH:17]=[C:18](B(O)O)[CH:19]=[CH:20][CH:21]=1.C([O-])([O-])=O.[Cs+].[Cs+].